From a dataset of NCI-60 drug combinations with 297,098 pairs across 59 cell lines. Regression. Given two drug SMILES strings and cell line genomic features, predict the synergy score measuring deviation from expected non-interaction effect. (1) Synergy scores: CSS=13.6, Synergy_ZIP=-5.52, Synergy_Bliss=4.16, Synergy_Loewe=2.78, Synergy_HSA=3.10. Cell line: SN12C. Drug 1: C1CCC(C1)C(CC#N)N2C=C(C=N2)C3=C4C=CNC4=NC=N3. Drug 2: CCN(CC)CCCC(C)NC1=C2C=C(C=CC2=NC3=C1C=CC(=C3)Cl)OC. (2) Drug 1: CC1=C2C(C(=O)C3(C(CC4C(C3C(C(C2(C)C)(CC1OC(=O)C(C(C5=CC=CC=C5)NC(=O)C6=CC=CC=C6)O)O)OC(=O)C7=CC=CC=C7)(CO4)OC(=O)C)O)C)OC(=O)C. Drug 2: CS(=O)(=O)CCNCC1=CC=C(O1)C2=CC3=C(C=C2)N=CN=C3NC4=CC(=C(C=C4)OCC5=CC(=CC=C5)F)Cl. Cell line: MOLT-4. Synergy scores: CSS=67.2, Synergy_ZIP=1.91, Synergy_Bliss=2.68, Synergy_Loewe=-1.71, Synergy_HSA=-1.54. (3) Drug 1: C1CC(=O)NC(=O)C1N2CC3=C(C2=O)C=CC=C3N. Drug 2: CCC1(C2=C(COC1=O)C(=O)N3CC4=CC5=C(C=CC(=C5CN(C)C)O)N=C4C3=C2)O.Cl. Cell line: KM12. Synergy scores: CSS=19.9, Synergy_ZIP=-5.24, Synergy_Bliss=-2.55, Synergy_Loewe=-19.8, Synergy_HSA=0.0151. (4) Drug 1: C1=C(C(=O)NC(=O)N1)N(CCCl)CCCl. Synergy scores: CSS=87.9, Synergy_ZIP=3.79, Synergy_Bliss=6.00, Synergy_Loewe=7.75, Synergy_HSA=9.80. Cell line: NCI-H522. Drug 2: CC1C(C(CC(O1)OC2CC(CC3=C2C(=C4C(=C3O)C(=O)C5=C(C4=O)C(=CC=C5)OC)O)(C(=O)CO)O)N)O.Cl. (5) Drug 1: CS(=O)(=O)CCNCC1=CC=C(O1)C2=CC3=C(C=C2)N=CN=C3NC4=CC(=C(C=C4)OCC5=CC(=CC=C5)F)Cl. Drug 2: CN(CCCl)CCCl.Cl. Cell line: PC-3. Synergy scores: CSS=26.2, Synergy_ZIP=-12.1, Synergy_Bliss=-10.8, Synergy_Loewe=-11.4, Synergy_HSA=-5.78. (6) Drug 1: C1=CN(C=N1)CC(O)(P(=O)(O)O)P(=O)(O)O. Drug 2: CC1C(C(CC(O1)OC2CC(OC(C2O)C)OC3=CC4=CC5=C(C(=O)C(C(C5)C(C(=O)C(C(C)O)O)OC)OC6CC(C(C(O6)C)O)OC7CC(C(C(O7)C)O)OC8CC(C(C(O8)C)O)(C)O)C(=C4C(=C3C)O)O)O)O. Cell line: HCT116. Synergy scores: CSS=33.5, Synergy_ZIP=3.58, Synergy_Bliss=1.91, Synergy_Loewe=-20.9, Synergy_HSA=-1.45. (7) Drug 1: CC1CCC2CC(C(=CC=CC=CC(CC(C(=O)C(C(C(=CC(C(=O)CC(OC(=O)C3CCCCN3C(=O)C(=O)C1(O2)O)C(C)CC4CCC(C(C4)OC)O)C)C)O)OC)C)C)C)OC. Drug 2: CN(CC1=CN=C2C(=N1)C(=NC(=N2)N)N)C3=CC=C(C=C3)C(=O)NC(CCC(=O)O)C(=O)O. Cell line: UACC62. Synergy scores: CSS=46.0, Synergy_ZIP=2.25, Synergy_Bliss=4.07, Synergy_Loewe=-14.7, Synergy_HSA=4.26.